From a dataset of Peptide-MHC class II binding affinity with 134,281 pairs from IEDB. Regression. Given a peptide amino acid sequence and an MHC pseudo amino acid sequence, predict their binding affinity value. This is MHC class II binding data. The peptide sequence is IVQINGRHFDLRAQG. The MHC is DRB1_1101 with pseudo-sequence DRB1_1101. The binding affinity (normalized) is 0.135.